From a dataset of Full USPTO retrosynthesis dataset with 1.9M reactions from patents (1976-2016). Predict the reactants needed to synthesize the given product. Given the product [Cl:1][C:2]1[S:3][C:4]([S:16]([NH:17][C:18]2[CH:23]=[CH:22][C:21]([C:24]([O:26][CH3:27])=[O:25])=[C:20]([OH:28])[CH:19]=2)(=[O:30])=[O:29])=[CH:5][C:6]=1[C:7]1[CH:15]=[CH:14][CH:13]=[C:9]([C:10]([O:12][CH:45]([CH3:46])[CH3:44])=[O:11])[CH:8]=1, predict the reactants needed to synthesize it. The reactants are: [Cl:1][C:2]1[S:3][C:4]([S:16](=[O:30])(=[O:29])[NH:17][C:18]2[CH:23]=[CH:22][C:21]([C:24]([O:26][CH3:27])=[O:25])=[C:20]([OH:28])[CH:19]=2)=[CH:5][C:6]=1[C:7]1[CH:8]=[C:9]([CH:13]=[CH:14][CH:15]=1)[C:10]([OH:12])=[O:11].C(N1C=CN=C1)(N1C=CN=C1)=O.N1C=C[CH:46]=[CH:45][CH:44]=1.CC(O)C.